Dataset: Peptide-MHC class I binding affinity with 185,985 pairs from IEDB/IMGT. Task: Regression. Given a peptide amino acid sequence and an MHC pseudo amino acid sequence, predict their binding affinity value. This is MHC class I binding data. (1) The peptide sequence is IVDKFGKNHI. The MHC is HLA-A02:02 with pseudo-sequence HLA-A02:02. The binding affinity (normalized) is 0.262. (2) The peptide sequence is KTTKSWLQK. The MHC is HLA-A80:01 with pseudo-sequence HLA-A80:01. The binding affinity (normalized) is 0.0847. (3) The peptide sequence is KEHKGVGFL. The MHC is BoLA-T2b with pseudo-sequence BoLA-T2b. The binding affinity (normalized) is 0.252. (4) The peptide sequence is KSRRPLTTF. The MHC is HLA-B57:01 with pseudo-sequence HLA-B57:01. The binding affinity (normalized) is 1.00.